Dataset: Forward reaction prediction with 1.9M reactions from USPTO patents (1976-2016). Task: Predict the product of the given reaction. (1) Given the reactants C([O:4][CH2:5][C:6]1[C:7]([N:36]2[CH2:48][CH2:47][N:39]3[C:40]4[CH2:41][CH2:42][CH2:43][CH2:44][C:45]=4[CH:46]=[C:38]3[C:37]2=[O:49])=[N:8][CH:9]=[CH:10][C:11]=1[C:12]1[CH:17]=[C:16]([NH:18][C:19]2[N:20]=[CH:21][N:22]([CH:24]3[CH2:29][CH2:28][N:27]([CH:30]4[CH2:33][O:32][CH2:31]4)[CH2:26][CH2:25]3)[CH:23]=2)[C:15](=[O:34])[N:14]([CH3:35])[CH:13]=1)(=O)C.[OH-].[Li+], predict the reaction product. The product is: [OH:4][CH2:5][C:6]1[C:7]([N:36]2[CH2:48][CH2:47][N:39]3[C:40]4[CH2:41][CH2:42][CH2:43][CH2:44][C:45]=4[CH:46]=[C:38]3[C:37]2=[O:49])=[N:8][CH:9]=[CH:10][C:11]=1[C:12]1[CH:17]=[C:16]([NH:18][C:19]2[N:20]=[CH:21][N:22]([CH:24]3[CH2:29][CH2:28][N:27]([CH:30]4[CH2:33][O:32][CH2:31]4)[CH2:26][CH2:25]3)[CH:23]=2)[C:15](=[O:34])[N:14]([CH3:35])[CH:13]=1. (2) Given the reactants [Br:1][C:2]1[CH:3]=[C:4]2[C:8](=[CH:9][CH:10]=1)[NH:7][N:6]=[CH:5]2.Br[CH2:12][CH2:13][CH2:14][Cl:15].C([O-])([O-])=O.[K+].[K+], predict the reaction product. The product is: [Br:1][C:2]1[CH:3]=[C:4]2[C:8](=[CH:9][CH:10]=1)[N:7]([CH2:12][CH2:13][CH2:14][Cl:15])[N:6]=[CH:5]2. (3) The product is: [Cl:14][C:15]1[CH:23]=[N:22][CH:21]=[CH:20][C:16]=1[C:17]([NH:1][C:2]1[CH:7]=[C:6]([S:8][C:9]([F:12])([F:10])[F:11])[CH:5]=[CH:4][C:3]=1[OH:13])=[O:18]. Given the reactants [NH2:1][C:2]1[CH:7]=[C:6]([S:8][C:9]([F:12])([F:11])[F:10])[CH:5]=[CH:4][C:3]=1[OH:13].[Cl:14][C:15]1[CH:23]=[N:22][CH:21]=[CH:20][C:16]=1[C:17](O)=[O:18].CCN=C=NCCCN(C)C.N1C=CC=CC=1, predict the reaction product. (4) Given the reactants Cl.[CH2:2]([O:9][C:10]1[C:11]([NH:17][C:18]2[S:19][CH:20]=[C:21]([CH3:23])[N:22]=2)=[N:12][CH:13]=[C:14](Br)[CH:15]=1)[C:3]1[CH:8]=[CH:7][CH:6]=[CH:5][CH:4]=1.[Li]C.C([Li])CCC.[CH2:31]([S:38][S:38][CH2:31][C:32]1[CH:37]=[CH:36][CH:35]=[CH:34][CH:33]=1)[C:32]1[CH:37]=[CH:36][CH:35]=[CH:34][CH:33]=1, predict the reaction product. The product is: [CH2:2]([O:9][C:10]1[C:11]([NH:17][C:18]2[S:19][CH:20]=[C:21]([CH3:23])[N:22]=2)=[N:12][CH:13]=[C:14]([S:38][CH2:31][C:32]2[CH:37]=[CH:36][CH:35]=[CH:34][CH:33]=2)[CH:15]=1)[C:3]1[CH:8]=[CH:7][CH:6]=[CH:5][CH:4]=1.